From a dataset of Full USPTO retrosynthesis dataset with 1.9M reactions from patents (1976-2016). Predict the reactants needed to synthesize the given product. Given the product [CH3:11][O:10][C:8]([C:7]1[CH:12]=[C:3]([CH:4]=[CH:5][C:6]=1[CH3:13])[C:1]([OH:14])=[O:2])=[O:9], predict the reactants needed to synthesize it. The reactants are: [CH:1]([C:3]1[CH:4]=[CH:5][C:6]([CH3:13])=[C:7]([CH:12]=1)[C:8]([O:10][CH3:11])=[O:9])=[O:2].[OH:14]OS([O-])=O.[K+].O.Cl.